From a dataset of Forward reaction prediction with 1.9M reactions from USPTO patents (1976-2016). Predict the product of the given reaction. (1) Given the reactants [OH-:1].[Na+].BrBr.[C:5]([C@H:8]1[C@@H:12]2[C@@H:13]3[C@@:26]([CH3:29])([CH2:27][CH2:28][C@@:11]2([C:35]([O:37][CH2:38][C:39]2[CH:44]=[CH:43][CH:42]=[CH:41][CH:40]=2)=[O:36])[CH2:10][CH2:9]1)[C@@:25]1([CH3:30])[C@@H:16]([C@:17]2([CH3:34])[C@@H:22]([CH2:23][CH2:24]1)[C:21]([CH3:32])([CH3:31])[C@@H:20]([OH:33])[CH2:19][CH2:18]2)[CH2:15][CH2:14]3)(=[O:7])C.Cl, predict the reaction product. The product is: [CH2:38]([O:37][C:35]([C@:11]12[CH2:10][CH2:9][C@@H:8]([C:5]([OH:7])=[O:1])[C@@H:12]1[C@@H:13]1[C@@:26]([CH3:29])([CH2:27][CH2:28]2)[C@@:25]2([CH3:30])[C@@H:16]([C@:17]3([CH3:34])[C@@H:22]([CH2:23][CH2:24]2)[C:21]([CH3:32])([CH3:31])[C@@H:20]([OH:33])[CH2:19][CH2:18]3)[CH2:15][CH2:14]1)=[O:36])[C:39]1[CH:44]=[CH:43][CH:42]=[CH:41][CH:40]=1. (2) Given the reactants [CH:1]1([NH2:5])[CH2:4][CH2:3][CH2:2]1.Cl[S:7]([C:10]1[CH:15]=[CH:14][C:13]([CH2:16][C:17]([OH:19])=[O:18])=[CH:12][CH:11]=1)(=[O:9])=[O:8], predict the reaction product. The product is: [CH:1]1([NH:5][S:7]([C:10]2[CH:11]=[CH:12][C:13]([CH2:16][C:17]([OH:19])=[O:18])=[CH:14][CH:15]=2)(=[O:9])=[O:8])[CH2:4][CH2:3][CH2:2]1. (3) Given the reactants [CH3:1][CH:2]([CH3:33])[C:3]1[N:4]=[C:5]([N:27]([CH3:32])[S:28]([CH3:31])(=[O:30])=[O:29])[N:6]=[C:7]([C:20]2[CH:25]=[CH:24][C:23]([F:26])=[CH:22][CH:21]=2)[C:8]=1/[CH:9]=[CH:10]/[C@H:11]([CH2:13][C@H:14]([CH2:16][C:17]([O-:19])=[O:18])[OH:15])[OH:12].[CH3:1][CH:2]([CH3:33])[C:3]1[N:4]=[C:5]([N:27]([CH3:32])[S:28]([CH3:31])(=[O:29])=[O:30])[N:6]=[C:7]([C:20]2[CH:21]=[CH:22][C:23]([F:26])=[CH:24][CH:25]=2)[C:8]=1/[CH:9]=[CH:10]/[C@H:11]([CH2:13][C@H:14]([CH2:16][C:17]([O-:19])=[O:18])[OH:15])[OH:12].[Ca+2].C(O)CCCCCCC.O, predict the reaction product. The product is: [CH3:33][CH:2]([C:3]1[N:4]=[C:5]([N:27]([S:28]([CH3:31])(=[O:29])=[O:30])[CH3:32])[N:6]=[C:7]([C:20]2[CH:21]=[CH:22][C:23]([F:26])=[CH:24][CH:25]=2)[C:8]=1/[CH:9]=[CH:10]/[C@@H:11]([OH:12])[CH2:13][C@@H:14]([OH:15])[CH2:16][C:17]([OH:19])=[O:18])[CH3:1]. (4) Given the reactants [CH:1]1([C:7]2[C:15]3[C:10](=[CH:11][C:12]([C:16]([OH:18])=[O:17])=[CH:13][CH:14]=3)[N:9]([CH2:19]C3C=CN=CC=3)[C:8]=2[C:26]2[CH:27]=[C:28]3[C:33](=[CH:34][CH:35]=2)[N:32]=[C:31]([C:36]2[S:40][C:39]([CH3:41])=[N:38][C:37]=2[CH3:42])[CH:30]=[CH:29]3)[CH2:6][CH2:5][CH2:4][CH2:3][CH2:2]1.COC(C1C=C2C(C(C3CCCCC3)=C(C3C=C4C(=CC=3)N=C(C3SC(C)=NC=3C)C=C4)N2)=CC=1)=O.[H-].[Na+].ClC[C:83]1[CH:87]=[C:86]([CH3:88])[O:85][N:84]=1, predict the reaction product. The product is: [CH:1]1([C:7]2[C:15]3[C:10](=[CH:11][C:12]([C:16]([OH:18])=[O:17])=[CH:13][CH:14]=3)[N:9]([CH2:19][C:83]3[CH:87]=[C:86]([CH3:88])[O:85][N:84]=3)[C:8]=2[C:26]2[CH:27]=[C:28]3[C:33](=[CH:34][CH:35]=2)[N:32]=[C:31]([C:36]2[S:40][C:39]([CH3:41])=[N:38][C:37]=2[CH3:42])[CH:30]=[CH:29]3)[CH2:2][CH2:3][CH2:4][CH2:5][CH2:6]1. (5) Given the reactants Cl.[CH:2]([S:5]([C:8]1[CH:13]=[CH:12][C:11]([NH:14][C:15](=[O:19])[N:16]([CH3:18])[CH3:17])=[CH:10][C:9]=1[C@H:20]1[CH2:24][CH2:23][CH2:22][NH:21]1)(=[O:7])=[O:6])([CH3:4])C.NC1C=CC(S(CC)(=O)=O)=C([C@H]2[C@@H]([C:37]([O:39][CH2:40][CH3:41])=[O:38])CCN2[C:37]([O:39][C:40](C)(C)[CH3:41])=[O:38])C=1.C(Cl)([Cl:56])=O.CNC, predict the reaction product. The product is: [ClH:56].[CH3:17][N:16]([CH3:18])[C:15](=[O:19])[NH:14][C:11]1[CH:12]=[CH:13][C:8]([S:5]([CH2:2][CH3:4])(=[O:7])=[O:6])=[C:9]([C@H:20]2[C@@H:24]([C:37]([O:39][CH2:40][CH3:41])=[O:38])[CH2:23][CH2:22][NH:21]2)[CH:10]=1. (6) The product is: [C:1]([NH:4][C:5]1[C:6]2[N:7]=[CH:8][N:9]([C:42]=2[N:43]=[CH:44][N:45]=1)[C@@H:10]1[O:41][C@H:15]([CH2:16][O:17][C:18]([C:35]2[CH:36]=[CH:37][CH:38]=[CH:39][CH:40]=2)([C:19]2[CH:20]=[CH:21][C:22]([O:25][CH3:26])=[CH:23][CH:24]=2)[C:27]2[CH:32]=[CH:31][C:30]([O:33][CH3:34])=[CH:29][CH:28]=2)[C@@H:13]([OH:14])[C@H:11]1[O:12][CH2:60][O:59][CH2:58][CH2:57][C:55]#[N:56])(=[O:3])[CH3:2]. Given the reactants [C:1]([NH:4][C:5]1[C:6]2[N:7]=[CH:8][N:9]([C:42]=2[N:43]=[CH:44][N:45]=1)[C@@H:10]1[O:41][C@H:15]([CH2:16][O:17][C:18]([C:35]2[CH:40]=[CH:39][CH:38]=[CH:37][CH:36]=2)([C:27]2[CH:32]=[CH:31][C:30]([O:33][CH3:34])=[CH:29][CH:28]=2)[C:19]2[CH:24]=[CH:23][C:22]([O:25][CH3:26])=[CH:21][CH:20]=2)[C@@H:13]([OH:14])[C@H:11]1[OH:12])(=[O:3])[CH3:2].C(N(C(C)C)CC)(C)C.[C:55]([CH2:57][CH2:58][O:59][CH2:60]Cl)#[N:56].C(=O)(O)[O-].[Na+], predict the reaction product. (7) Given the reactants Br[C:2]1[CH:11]=[CH:10][C:5]([C:6]([O:8][CH3:9])=[O:7])=[CH:4][CH:3]=1.[N+:12]([CH2:15][CH3:16])([O-:14])=[O:13].C(P(C(C)(C)C)C1C=CC=CC=1C1C=CC=CC=1C)(C)(C)C.C(=O)([O-])[O-].[Cs+].[Cs+].[Cl-].[NH4+], predict the reaction product. The product is: [N+:12]([CH:15]([C:2]1[CH:11]=[CH:10][C:5]([C:6]([O:8][CH3:9])=[O:7])=[CH:4][CH:3]=1)[CH3:16])([O-:14])=[O:13]. (8) Given the reactants CCN(C(C)C)C(C)C.[OH:10][C:11]1[CH:40]=[CH:39][C:14]([CH2:15][NH:16][C:17]2[N:22]=[C:21]([O:23][CH2:24][C:25]([F:28])([F:27])[F:26])[N:20]=[C:19]([NH:29][C:30]3[CH:38]=[CH:37][C:33]([C:34](O)=[O:35])=[CH:32][N:31]=3)[CH:18]=2)=[CH:13][CH:12]=1.[C:41]([O:45][C:46](=[O:54])[NH:47][CH2:48][C:49]([CH3:53])([CH3:52])[CH2:50][NH2:51])([CH3:44])([CH3:43])[CH3:42].CN(C(ON1N=NC2C=CC=CC1=2)=[N+](C)C)C.[B-](F)(F)(F)F, predict the reaction product. The product is: [OH:10][C:11]1[CH:40]=[CH:39][C:14]([CH2:15][NH:16][C:17]2[N:22]=[C:21]([O:23][CH2:24][C:25]([F:28])([F:26])[F:27])[N:20]=[C:19]([NH:29][C:30]3[CH:38]=[CH:37][C:33]([C:34]([NH:51][CH2:50][C:49]([CH3:53])([CH3:52])[CH2:48][NH:47][C:46](=[O:54])[O:45][C:41]([CH3:44])([CH3:42])[CH3:43])=[O:35])=[CH:32][N:31]=3)[CH:18]=2)=[CH:13][CH:12]=1.